From a dataset of Full USPTO retrosynthesis dataset with 1.9M reactions from patents (1976-2016). Predict the reactants needed to synthesize the given product. (1) Given the product [OH:1][C@@:2]1([C:33]([F:35])([F:36])[F:34])[C:14]2[CH:13]=[C:12]([O:15][CH2:16][C@@H:17]([OH:19])[CH3:18])[CH:11]=[C:10]([C:20]3[CH:21]=[N:22][N:23]([C:25]([CH3:31])([CH3:32])[C:26]([OH:28])=[O:27])[CH:24]=3)[C:9]=2[C:8]2[C:3]1=[CH:4][CH:5]=[CH:6][CH:7]=2, predict the reactants needed to synthesize it. The reactants are: [OH:1][C@@:2]1([C:33]([F:36])([F:35])[F:34])[C:14]2[CH:13]=[C:12]([O:15][CH2:16][C@@H:17]([OH:19])[CH3:18])[CH:11]=[C:10]([C:20]3[CH:21]=[N:22][N:23]([C:25]([CH3:32])([CH3:31])[C:26]([O:28]CC)=[O:27])[CH:24]=3)[C:9]=2[C:8]2[C:3]1=[CH:4][CH:5]=[CH:6][CH:7]=2.[OH-].[Na+].Cl. (2) Given the product [NH2:45][C:38]1[C:39]2[C:44](=[CH:43][CH:42]=[CH:41][CH:40]=2)[C:35]([O:34][C:32]2[CH:31]=[CH:30][N:29]=[C:28]([NH:27][C:12]3[CH:13]=[C:14]([CH:15]=[C:10]([C:8]#[CH:9])[CH:11]=3)[C:16]([NH:17][CH2:18][CH2:19][N:20]3[CH2:25][CH2:24][O:23][CH2:22][CH2:21]3)=[O:26])[N:33]=2)=[CH:36][CH:37]=1, predict the reactants needed to synthesize it. The reactants are: C(O)(C(F)(F)F)=O.[C:8]([C:10]1[CH:11]=[C:12]([NH:27][C:28]2[N:33]=[C:32]([O:34][C:35]3[C:44]4[C:39](=[CH:40][CH:41]=[CH:42][CH:43]=4)[C:38]([NH:45]C(=O)OC(C)(C)C)=[CH:37][CH:36]=3)[CH:31]=[CH:30][N:29]=2)[CH:13]=[C:14]([C:16](=[O:26])[NH:17][CH2:18][CH2:19][N:20]2[CH2:25][CH2:24][O:23][CH2:22][CH2:21]2)[CH:15]=1)#[CH:9].O. (3) Given the product [Br:1][C:2]1[CH:7]=[CH:6][C:5]([C@@H:8]2[CH2:11][C@H:10]([N:15]3[CH2:16][CH2:17][CH2:18][C@H:14]3[CH3:13])[CH2:9]2)=[CH:4][CH:3]=1, predict the reactants needed to synthesize it. The reactants are: [Br:1][C:2]1[CH:7]=[CH:6][C:5]([CH:8]2[CH2:11][C:10](=O)[CH2:9]2)=[CH:4][CH:3]=1.[CH3:13][C@@H:14]1[CH2:18][CH2:17][CH2:16][NH:15]1. (4) Given the product [CH2:41]([O:43][C:44](=[O:48])[CH2:45][CH2:46][NH:47][C:17](=[O:18])[C:6]1[CH:5]=[C:4]([C:25]([N:27]2[CH2:31][CH2:30][S:29][C:28]2=[S:32])=[O:26])[C:3]([O:2][CH3:1])=[C:8]([C:9]([N:11]2[CH2:15][CH2:14][S:13][C:12]2=[S:16])=[O:10])[CH:7]=1)[CH3:42], predict the reactants needed to synthesize it. The reactants are: [CH3:1][O:2][C:3]1[C:8]([C:9]([N:11]2[CH2:15][CH2:14][S:13][C:12]2=[S:16])=[O:10])=[CH:7][C:6]([C:17](N2CCSC2=S)=[O:18])=[CH:5][C:4]=1[C:25]([N:27]1[CH2:31][CH2:30][S:29][C:28]1=[S:32])=[O:26].C(N(CC)CC)C.Cl.[CH2:41]([O:43][C:44](=[O:48])[CH2:45][CH2:46][NH2:47])[CH3:42].CO. (5) The reactants are: C[O:2][C:3](=O)[CH:4]([NH:11][C:12](=[O:40])[CH2:13][CH2:14][CH:15]([N:22]1[CH2:31][C:30]2[C:25](=[CH:26][CH:27]=[C:28]([O:32][C:33]3[CH:38]=[CH:37][CH:36]=[CH:35][CH:34]=3)[CH:29]=2)[N:24]=[C:23]1[NH2:39])[CH:16]1[CH2:21][CH2:20][CH2:19][CH2:18][CH2:17]1)[CH2:5][O:6][C:7]([CH3:10])([CH3:9])[CH3:8].[BH4-].[Na+]. Given the product [NH2:39][C:23]1[N:22]([C@H:15]([CH:16]2[CH2:17][CH2:18][CH2:19][CH2:20][CH2:21]2)[CH2:14][CH2:13][C:12]([NH:11][C@H:4]([CH2:5][O:6][C:7]([CH3:10])([CH3:9])[CH3:8])[CH2:3][OH:2])=[O:40])[CH2:31][C:30]2[C:25](=[CH:26][CH:27]=[C:28]([O:32][C:33]3[CH:34]=[CH:35][CH:36]=[CH:37][CH:38]=3)[CH:29]=2)[N:24]=1, predict the reactants needed to synthesize it. (6) Given the product [CH3:16][C:15]1[O:14][N:13]=[C:12]([C:17]2[CH:22]=[CH:21][CH:20]=[CH:19][CH:18]=2)[C:11]=1[C:9]1[N:10]=[C:5]2[CH:4]=[CH:3][C:2]([N:23]3[CH2:26][CH2:25][C:24]3=[O:27])=[CH:7][N:6]2[CH:8]=1, predict the reactants needed to synthesize it. The reactants are: I[C:2]1[CH:3]=[CH:4][C:5]2[N:6]([CH:8]=[C:9]([C:11]3[C:12]([C:17]4[CH:22]=[CH:21][CH:20]=[CH:19][CH:18]=4)=[N:13][O:14][C:15]=3[CH3:16])[N:10]=2)[CH:7]=1.[NH:23]1[CH2:26][CH2:25][C:24]1=[O:27].